Dataset: Forward reaction prediction with 1.9M reactions from USPTO patents (1976-2016). Task: Predict the product of the given reaction. Given the reactants [CH3:1][C:2]1([C:8](OCC)=[O:9])[CH2:7][CH2:6][O:5][CH2:4][CH2:3]1.[H-].[Al+3].[Li+].[H-].[H-].[H-], predict the reaction product. The product is: [CH3:1][C:2]1([CH2:8][OH:9])[CH2:7][CH2:6][O:5][CH2:4][CH2:3]1.